From a dataset of Forward reaction prediction with 1.9M reactions from USPTO patents (1976-2016). Predict the product of the given reaction. Given the reactants [F:1][C:2]1[CH:7]=[CH:6][C:5]([C:8]2[N:9]=[C:10]([CH2:23][OH:24])[O:11][C:12]=2[C:13]2[CH:18]=[CH:17][C:16]([S:19]([CH3:22])(=[O:21])=[O:20])=[CH:15][CH:14]=2)=[CH:4][CH:3]=1.C(N(CC)CC)C.CS(Cl)(=O)=O.S([O-])(=O)(=O)C.C(=O)([O-])[O-].[K+].[K+].O[C:49]1[CH:50]=[C:51]([C:55]2([O:61][CH3:62])[CH2:60][CH2:59][O:58][CH2:57][CH2:56]2)[CH:52]=[CH:53][CH:54]=1, predict the reaction product. The product is: [F:1][C:2]1[CH:3]=[CH:4][C:5]([C:8]2[N:9]=[C:10]([CH2:23][O:24][C:53]3[CH:54]=[CH:49][CH:50]=[C:51]([C:55]4([O:61][CH3:62])[CH2:60][CH2:59][O:58][CH2:57][CH2:56]4)[CH:52]=3)[O:11][C:12]=2[C:13]2[CH:18]=[CH:17][C:16]([S:19]([CH3:22])(=[O:21])=[O:20])=[CH:15][CH:14]=2)=[CH:6][CH:7]=1.